This data is from Reaction yield outcomes from USPTO patents with 853,638 reactions. The task is: Predict the reaction yield, written as a fraction of the theoretical maximum amount of product (1.0 means a 100% yield; for example, 0.34 means a 34% yield). (1) The reactants are [O:1]=[C:2]1[C:11]2[CH:10]=[CH:9][CH:8]=[C:7]3[NH:12][CH:13]([C:21]4[CH:28]=[CH:27][C:24]([CH:25]=[O:26])=[CH:23][CH:22]=4)[CH:14]([C:15]4[CH:20]=[CH:19][CH:18]=[CH:17][CH:16]=4)[C:5]([C:6]=23)=[N:4][NH:3]1.[NH:29]1[CH2:34][CH2:33][O:32][CH2:31][CH2:30]1.[BH4-].[Na+]. No catalyst specified. The product is [O:32]1[CH2:33][CH2:34][N:29]([CH2:25][C:24]2[CH:23]=[CH:22][C:21]([CH:13]3[NH:12][C:7]4[C:6]5[C:5](=[N:4][NH:3][C:2](=[O:1])[C:11]=5[CH:10]=[CH:9][CH:8]=4)[CH:14]3[C:15]3[CH:20]=[CH:19][CH:18]=[CH:17][CH:16]=3)=[CH:28][CH:27]=2)[CH2:30][CH2:31]1.[OH:26][CH2:25][C:24]1[CH:27]=[CH:28][C:21]([CH:13]2[NH:12][C:7]3[C:6]4[C:5](=[N:4][NH:3][C:2](=[O:1])[C:11]=4[CH:10]=[CH:9][CH:8]=3)[CH:14]2[C:15]2[CH:16]=[CH:17][CH:18]=[CH:19][CH:20]=2)=[CH:22][CH:23]=1. The yield is 0.110. (2) The reactants are [CH2:1]([N:3]([CH:11]1[CH2:16][CH2:15][CH2:14][CH:13]([C:17]2[C:25]3[C:20](=[CH:21][CH:22]=[C:23]([NH:26][C:27]([C:29]4[S:30][CH:31]=[CH:32][CH:33]=4)=[NH:28])[CH:24]=3)[NH:19][CH:18]=2)[CH2:12]1)C(=O)OC(C)(C)C)[CH3:2].C(O)(C(F)(F)F)=O.[NH4+].[OH-]. The catalyst is ClCCl. The product is [CH2:1]([NH:3][CH:11]1[CH2:16][CH2:15][CH2:14][CH:13]([C:17]2[C:25]3[C:20](=[CH:21][CH:22]=[C:23]([NH:26][C:27]([C:29]4[S:30][CH:31]=[CH:32][CH:33]=4)=[NH:28])[CH:24]=3)[NH:19][CH:18]=2)[CH2:12]1)[CH3:2]. The yield is 0.850. (3) The reactants are [C:1]([NH:20][C:21]1[CH:22]=[C:23]([CH2:27][C:28](O)=[O:29])[CH:24]=[CH:25][CH:26]=1)([C:14]1[CH:19]=[CH:18][CH:17]=[CH:16][CH:15]=1)([C:8]1[CH:13]=[CH:12][CH:11]=[CH:10][CH:9]=1)[C:2]1[CH:7]=[CH:6][CH:5]=[CH:4][CH:3]=1.C(=O)(O)[O-].[Na+]. The catalyst is C1COCC1. The product is [C:1]([NH:20][C:21]1[CH:22]=[C:23]([CH2:27][CH2:28][OH:29])[CH:24]=[CH:25][CH:26]=1)([C:2]1[CH:7]=[CH:6][CH:5]=[CH:4][CH:3]=1)([C:14]1[CH:19]=[CH:18][CH:17]=[CH:16][CH:15]=1)[C:8]1[CH:9]=[CH:10][CH:11]=[CH:12][CH:13]=1. The yield is 0.860. (4) The reactants are [CH3:1][O:2][C:3]1[CH:4]=[C:5]2[C:10](=[CH:11][C:12]=1[O:13][CH3:14])[N:9]=[CH:8][CH:7]=[C:6]2[O:15][C:16]1[CH:22]=[CH:21][C:19]([NH2:20])=[CH:18][CH:17]=1.C1(C)C=CC=CC=1.C(N(CC)CC)C.ClC(Cl)(O[C:41](=[O:47])[O:42][C:43](Cl)(Cl)Cl)Cl.[CH3:49][O:50][C:51]1[CH:52]=[C:53]([CH:59]=[CH:60][CH:61]=1)[O:54][CH2:55][CH2:56]CO. The catalyst is C(Cl)Cl. The product is [CH3:1][O:2][C:3]1[CH:4]=[C:5]2[C:10](=[CH:11][C:12]=1[O:13][CH3:14])[N:9]=[CH:8][CH:7]=[C:6]2[O:15][C:16]1[CH:22]=[CH:21][C:19]([NH:20][C:41](=[O:47])[O:42][CH2:43][CH2:56][CH2:55][O:54][C:53]2[CH:59]=[CH:60][CH:61]=[C:51]([O:50][CH3:49])[CH:52]=2)=[CH:18][CH:17]=1. The yield is 0.690.